This data is from Forward reaction prediction with 1.9M reactions from USPTO patents (1976-2016). The task is: Predict the product of the given reaction. Given the reactants [C:1]([O:4][C@@H:5]1[CH2:21][C@H:20]2[C@@:8]([CH3:32])([C@@H:9]3[C@@H:17]([C@@H:18]([OH:23])[C@@H:19]2[OH:22])[C@H:16]2[C@@:12]([CH3:31])([C@:13]([OH:30])([C:24]4[CH:29]=[CH:28][CH:27]=[CH:26][N:25]=4)[CH2:14][CH2:15]2)[CH2:11][CH2:10]3)[CH2:7][CH2:6]1)(=[O:3])[CH3:2].C1COCC1.O.[BH4-].[Na+], predict the reaction product. The product is: [C:1]([O:4][C@H:5]1[CH2:6][CH2:7][C@@:8]([C@H:9]2[CH2:10][CH2:11][C@@:12]3([CH3:31])[C@@H:16]([CH2:15][CH2:14][C@@:13]3([OH:30])[C:24]3[CH:29]=[CH:28][CH:27]=[CH:26][N:25]=3)[C@@H:17]2[CH2:18][OH:23])([CH3:32])[C@@H:20]([CH2:19][OH:22])[CH2:21]1)(=[O:3])[CH3:2].